Dataset: Peptide-MHC class II binding affinity with 134,281 pairs from IEDB. Task: Regression. Given a peptide amino acid sequence and an MHC pseudo amino acid sequence, predict their binding affinity value. This is MHC class II binding data. (1) The peptide sequence is AFKVASTAANAAPAN. The MHC is DRB1_0701 with pseudo-sequence DRB1_0701. The binding affinity (normalized) is 0.667. (2) The peptide sequence is AFKVAATAANAAPPN. The MHC is DRB1_0802 with pseudo-sequence DRB1_0802. The binding affinity (normalized) is 0.838. (3) The binding affinity (normalized) is 0.727. The peptide sequence is PEVKYTVFETALKKAITAMS. The MHC is DRB1_0802 with pseudo-sequence DRB1_0802. (4) The peptide sequence is SLMYFHKRDMRLLSL. The MHC is DRB1_0701 with pseudo-sequence DRB1_0701. The binding affinity (normalized) is 0.756. (5) The peptide sequence is RPRWCDERVSSDQSA. The MHC is DRB1_0404 with pseudo-sequence DRB1_0404. The binding affinity (normalized) is 0.320. (6) The peptide sequence is SGKAFGAMAKKGQED. The MHC is HLA-DPA10201-DPB10501 with pseudo-sequence HLA-DPA10201-DPB10501. The binding affinity (normalized) is 0.368. (7) The peptide sequence is YITQCFLPVFLAQPP. The MHC is HLA-DQA10301-DQB10302 with pseudo-sequence HLA-DQA10301-DQB10302. The binding affinity (normalized) is 0.271.